This data is from Full USPTO retrosynthesis dataset with 1.9M reactions from patents (1976-2016). The task is: Predict the reactants needed to synthesize the given product. Given the product [CH3:19][N:9]([CH3:8])[CH2:10][CH2:11][CH2:12][C:13]1[CH:17]=[C:16]([CH3:18])[NH:15][C:14]=1[CH:7]=[O:6], predict the reactants needed to synthesize it. The reactants are: C([O:6][CH3:7])(OC)OC.[CH3:8][N:9]([CH3:19])[CH2:10][CH2:11][CH2:12][C:13]1[CH:17]=[C:16]([CH3:18])[NH:15][CH:14]=1.O.[OH-].[Na+].